Predict the reactants needed to synthesize the given product. From a dataset of Full USPTO retrosynthesis dataset with 1.9M reactions from patents (1976-2016). (1) Given the product [CH2:13]([NH:15][C:16]([N:18]1[C:26]2[C:21](=[CH:22][C:23]([O:27][C:28]3[CH:33]=[CH:32][N:31]=[C:30]([NH:34][C:35]([NH:2][CH2:3][C:4]([OH:6])=[O:5])=[O:36])[CH:29]=3)=[CH:24][CH:25]=2)[CH:20]=[CH:19]1)=[O:17])[CH3:14], predict the reactants needed to synthesize it. The reactants are: Cl.[NH2:2][CH2:3][C:4]([O:6]C)=[O:5].CN(C)C=O.[CH2:13]([NH:15][C:16]([N:18]1[C:26]2[C:21](=[CH:22][C:23]([O:27][C:28]3[CH:33]=[CH:32][N:31]=[C:30]([N:34](C(OC4C=CC=CC=4)=O)[C:35](=O)[O:36]C4C=CC=CC=4)[CH:29]=3)=[CH:24][CH:25]=2)[CH:20]=[CH:19]1)=[O:17])[CH3:14]. (2) Given the product [Pd:2].[S:11]1([C:22]2[C:17](=[CH:18][CH:19]=[CH:20][CH:21]=2)[C:15](=[O:16])[NH:14]1)(=[O:12])=[O:13], predict the reactants needed to synthesize it. The reactants are: Cl[Pd:2]Cl.[Li+].[Cl-].CC([O-])=O.[Na+].[S:11]1([C:22]2[C:17](=[CH:18][CH:19]=[CH:20][CH:21]=2)[C:15](=[O:16])[NH:14]1)(=[O:13])=[O:12]. (3) The reactants are: [CH:1]1([C:7]2[CH:8]=[C:9]([C:19](O)=[O:20])[CH:10]=[N:11][C:12]=2[O:13][CH2:14][C:15]([F:18])([F:17])[F:16])[CH2:6][CH2:5][CH2:4][CH2:3][CH2:2]1.[CH3:22][N:23]([C:25]1[CH:30]=[CH:29][CH:28]=[CH:27][CH:26]=1)[NH2:24]. Given the product [CH:1]1([C:7]2[CH:8]=[C:9]([C:19]([NH:24][N:23]([CH3:22])[C:25]3[CH:30]=[CH:29][CH:28]=[CH:27][CH:26]=3)=[O:20])[CH:10]=[N:11][C:12]=2[O:13][CH2:14][C:15]([F:17])([F:16])[F:18])[CH2:6][CH2:5][CH2:4][CH2:3][CH2:2]1, predict the reactants needed to synthesize it. (4) Given the product [C:1]([O:5][C:6](=[O:14])[NH:7][CH2:8][CH:9]1[CH2:13][CH2:12][N:11]([C:16]2[CH:21]=[CH:20][C:19]([C:22]([F:25])([F:24])[F:23])=[CH:18][CH:17]=2)[CH2:10]1)([CH3:4])([CH3:2])[CH3:3], predict the reactants needed to synthesize it. The reactants are: [C:1]([O:5][C:6](=[O:14])[NH:7][CH2:8][CH:9]1[CH2:13][CH2:12][NH:11][CH2:10]1)([CH3:4])([CH3:3])[CH3:2].Br[C:16]1[CH:21]=[CH:20][C:19]([C:22]([F:25])([F:24])[F:23])=[CH:18][CH:17]=1.CC(C)([O-])C.[Na+].C1C=CC(P(C2C=CC3C(=CC=CC=3)C=2C2C3C(=CC=CC=3)C=CC=2P(C2C=CC=CC=2)C2C=CC=CC=2)C2C=CC=CC=2)=CC=1.